From a dataset of Full USPTO retrosynthesis dataset with 1.9M reactions from patents (1976-2016). Predict the reactants needed to synthesize the given product. (1) Given the product [F:21][CH2:22][CH:23]1[CH2:28][CH2:27][N:26]([C:29]([N:5]2[CH2:6][C:7]3[CH:12]=[C:11]([B:13]([OH:15])[OH:14])[CH:10]=[CH:9][C:8]=3[O:2][CH2:3][CH2:4]2)=[O:30])[CH2:25][CH2:24]1, predict the reactants needed to synthesize it. The reactants are: Cl.[O:2]1[C:8]2[CH:9]=[CH:10][C:11]([B:13]([OH:15])[OH:14])=[CH:12][C:7]=2[CH2:6][NH:5][CH2:4][CH2:3]1.C(=O)(O)[O-].[Na+].[F:21][CH2:22][CH:23]1[CH2:28][CH2:27][N:26]([C:29](Cl)=[O:30])[CH2:25][CH2:24]1.C(OC(C)C)(=O)C. (2) Given the product [CH2:1]([N:8]1[CH:12]=[C:11]([C@@H:13]([OH:14])[C@@H:15]2[CH2:19][CH2:18][CH2:17][N:16]2[CH2:21][CH2:22][NH:23][C:24](=[O:30])[O:25][C:26]([CH3:28])([CH3:29])[CH3:27])[C:10]([CH3:31])=[N:9]1)[C:2]1[CH:3]=[CH:4][CH:5]=[CH:6][CH:7]=1, predict the reactants needed to synthesize it. The reactants are: [CH2:1]([N:8]1[CH:12]=[C:11]([C:13]([C@@H:15]2[CH2:19][CH2:18][C:17](=O)[N:16]2[CH2:21][CH2:22][NH:23][C:24](=[O:30])[O:25][C:26]([CH3:29])([CH3:28])[CH3:27])=[O:14])[C:10]([CH3:31])=[N:9]1)[C:2]1[CH:7]=[CH:6][CH:5]=[CH:4][CH:3]=1. (3) Given the product [F:1][C:2]1[CH:3]=[C:4]([CH3:11])[C:5]2[O:10][C:13]([C:14]([O:16][CH2:17][CH3:18])=[O:15])=[CH:7][C:6]=2[CH:9]=1, predict the reactants needed to synthesize it. The reactants are: [F:1][C:2]1[CH:3]=[C:4]([CH3:11])[C:5]([OH:10])=[C:6]([CH:9]=1)[CH:7]=O.Br[CH2:13][C:14]([O:16][CH2:17][CH3:18])=[O:15].C(=O)([O-])[O-].[K+].[K+]. (4) Given the product [CH:1]1([NH:4][C:5]([NH:6][C:7]2[CH:41]=[CH:40][C:10]([O:11][C:12]3[CH:17]=[CH:16][N:15]=[C:14]4[CH:18]=[C:19]([C:21]5[N:22]([CH3:39])[C:23]([CH2:26][NH:27][CH2:35][CH2:36][O:37][CH3:38])=[CH:24][N:25]=5)[S:20][C:13]=34)=[C:9]([F:42])[CH:8]=2)=[O:43])[CH2:3][CH2:2]1, predict the reactants needed to synthesize it. The reactants are: [CH:1]1([NH:4][C:5](=[O:43])[NH:6][C:7]2[CH:41]=[CH:40][C:10]([O:11][C:12]3[CH:17]=[CH:16][N:15]=[C:14]4[CH:18]=[C:19]([C:21]5[N:22]([CH3:39])[C:23]([CH2:26][N:27]([CH2:35][CH2:36][O:37][CH3:38])C(=O)OC(C)(C)C)=[CH:24][N:25]=5)[S:20][C:13]=34)=[C:9]([F:42])[CH:8]=2)[CH2:3][CH2:2]1.Cl.O1CCOCC1. (5) Given the product [N:1]([CH2:6]/[CH:7]=[CH:8]/[C:9]([O:11][CH3:12])=[O:10])=[N+:2]=[N-:3], predict the reactants needed to synthesize it. The reactants are: [N-:1]=[N+:2]=[N-:3].[Na+].Br[CH2:6]/[CH:7]=[CH:8]/[C:9]([O:11][CH3:12])=[O:10].[NH4+].[Cl-].O. (6) Given the product [NH2:43][CH2:44][CH2:45][C:46]([NH:1][C@H:2]1[CH2:7][CH2:6][CH2:5][N:4]([CH2:8][C:9]2[C:30]([C:31]([F:34])([F:33])[F:32])=[CH:29][C:12]([C:13]([NH:15][CH2:16][C:17]3[CH:22]=[C:21]([Cl:23])[CH:20]=[CH:19][C:18]=3[S:24]([CH2:27][CH3:28])(=[O:26])=[O:25])=[O:14])=[CH:11][C:10]=2[Br:35])[CH2:3]1)=[O:47], predict the reactants needed to synthesize it. The reactants are: [NH2:1][C@H:2]1[CH2:7][CH2:6][CH2:5][N:4]([CH2:8][C:9]2[C:30]([C:31]([F:34])([F:33])[F:32])=[CH:29][C:12]([C:13]([NH:15][CH2:16][C:17]3[CH:22]=[C:21]([Cl:23])[CH:20]=[CH:19][C:18]=3[S:24]([CH2:27][CH3:28])(=[O:26])=[O:25])=[O:14])=[CH:11][C:10]=2[Br:35])[CH2:3]1.CC(OC([NH:43][CH2:44][CH2:45][C:46](O)=[O:47])=O)(C)C. (7) Given the product [C:14]([C:5]1[CH:4]=[C:3]([O:2][CH3:1])[C:12]2[C:7](=[CH:8][CH:9]=[CH:10][CH:11]=2)[C:6]=1[OH:13])(=[O:16])[CH3:15], predict the reactants needed to synthesize it. The reactants are: [CH3:1][O:2][C:3]1[C:12]2[C:7](=[CH:8][CH:9]=[CH:10][CH:11]=2)[C:6]([OH:13])=[CH:5][CH:4]=1.[C:14](Cl)(=[O:16])[CH3:15].